Dataset: Reaction yield outcomes from USPTO patents with 853,638 reactions. Task: Predict the reaction yield, written as a fraction of the theoretical maximum amount of product (1.0 means a 100% yield; for example, 0.34 means a 34% yield). The reactants are [NH2:1][C:2]1[N:7]=[CH:6][C:5]([N:8]2[CH2:13][CH2:12][N:11]([C:14]([O:16][C:17]([CH3:20])([CH3:19])[CH3:18])=[O:15])[CH2:10][C@@H:9]2[CH3:21])=[CH:4][CH:3]=1.Br[C:23]1[C:24](=[O:38])[N:25]([CH2:30][O:31][CH2:32][CH2:33][Si:34]([CH3:37])([CH3:36])[CH3:35])[N:26]=[C:27]([Cl:29])[CH:28]=1.CC1(C)C2C(=C(P(C3C=CC=CC=3)C3C=CC=CC=3)C=CC=2)OC2C(P(C3C=CC=CC=3)C3C=CC=CC=3)=CC=CC1=2.C([O-])([O-])=O.[Cs+].[Cs+]. The catalyst is C1C=CC(/C=C/C(/C=C/C2C=CC=CC=2)=O)=CC=1.C1C=CC(/C=C/C(/C=C/C2C=CC=CC=2)=O)=CC=1.C1C=CC(/C=C/C(/C=C/C2C=CC=CC=2)=O)=CC=1.[Pd].[Pd].O1CCOCC1. The product is [Cl:29][C:27]1[CH:28]=[C:23]([NH:1][C:2]2[N:7]=[CH:6][C:5]([N:8]3[CH2:13][CH2:12][N:11]([C:14]([O:16][C:17]([CH3:20])([CH3:19])[CH3:18])=[O:15])[CH2:10][C@@H:9]3[CH3:21])=[CH:4][CH:3]=2)[C:24](=[O:38])[N:25]([CH2:30][O:31][CH2:32][CH2:33][Si:34]([CH3:36])([CH3:35])[CH3:37])[N:26]=1. The yield is 0.910.